From a dataset of Full USPTO retrosynthesis dataset with 1.9M reactions from patents (1976-2016). Predict the reactants needed to synthesize the given product. Given the product [Cl:10][C:11]1[CH:18]=[C:17]([Cl:19])[CH:16]=[CH:15][C:12]=1[CH:13]1[C:2]([C:1]([O:7][CH2:8][CH3:9])=[O:6])=[C:3]([CH3:5])[NH:20][C:3]([CH3:5])=[C:2]1[C:1]([O:7][CH2:8][CH3:9])=[O:21], predict the reactants needed to synthesize it. The reactants are: [C:1]([O:7][CH2:8][CH3:9])(=[O:6])[CH2:2][C:3]([CH3:5])=O.[Cl:10][C:11]1[CH:18]=[C:17]([Cl:19])[CH:16]=[CH:15][C:12]=1[CH:13]=O.[NH4+:20].[OH-:21].